This data is from Forward reaction prediction with 1.9M reactions from USPTO patents (1976-2016). The task is: Predict the product of the given reaction. (1) Given the reactants C(O[C:6](=O)[NH:7][CH:8]([C:27]1[CH:32]=[CH:31][C:30]([NH:33][CH2:34][CH2:35][O:36][CH3:37])=[CH:29][CH:28]=1)[C:9]([N:11]1[CH2:15][CH2:14][C@H:13]([O:16][CH2:17][CH2:18][O:19][CH2:20][CH2:21][O:22][CH2:23][CH2:24][O:25][CH3:26])[CH2:12]1)=O)(C)(C)C.[H-].[Al+3].[Li+].[H-].[H-].[H-].C(=O)([O-])[O-].[Na+].[Na+], predict the reaction product. The product is: [CH3:26][O:25][CH2:24][CH2:23][O:22][CH2:21][CH2:20][O:19][CH2:18][CH2:17][O:16][C@H:13]1[CH2:14][CH2:15][N:11]([CH2:9][CH:8]([C:27]2[CH:28]=[CH:29][C:30]([NH:33][CH2:34][CH2:35][O:36][CH3:37])=[CH:31][CH:32]=2)[NH:7][CH3:6])[CH2:12]1. (2) Given the reactants Br[C:2]1[C:10]([S:11](=[O:23])(=[O:22])[NH:12][CH2:13][C:14]2[CH:19]=[CH:18][C:17]([F:20])=[C:16]([Cl:21])[CH:15]=2)=[CH:9][C:5]([C:6]([OH:8])=[O:7])=[C:4]([NH:24][CH2:25][CH:26]([C:29]2[CH:34]=[CH:33][CH:32]=[CH:31][CH:30]=2)[CH2:27][CH3:28])[CH:3]=1.[C:35]1([CH3:44])[CH:40]=[CH:39][C:38](B(O)O)=[CH:37][CH:36]=1.C1(P(C2C=CC=CC=2)C2C=CC=CC=2)C=CC=CC=1.C(=O)([O-])[O-].[Na+].[Na+], predict the reaction product. The product is: [CH3:44][C:35]1[CH:40]=[CH:39][C:38]([C:2]2[C:10]([S:11](=[O:23])(=[O:22])[NH:12][CH2:13][C:14]3[CH:19]=[CH:18][C:17]([F:20])=[C:16]([Cl:21])[CH:15]=3)=[CH:9][C:5]([C:6]([OH:8])=[O:7])=[C:4]([NH:24][CH2:25][CH:26]([C:29]3[CH:30]=[CH:31][CH:32]=[CH:33][CH:34]=3)[CH2:27][CH3:28])[CH:3]=2)=[CH:37][CH:36]=1.